This data is from NCI-60 drug combinations with 297,098 pairs across 59 cell lines. The task is: Regression. Given two drug SMILES strings and cell line genomic features, predict the synergy score measuring deviation from expected non-interaction effect. Drug 1: CC1=C2C(C(=O)C3(C(CC4C(C3C(C(C2(C)C)(CC1OC(=O)C(C(C5=CC=CC=C5)NC(=O)OC(C)(C)C)O)O)OC(=O)C6=CC=CC=C6)(CO4)OC(=O)C)O)C)O. Cell line: NCI-H226. Synergy scores: CSS=7.32, Synergy_ZIP=-8.39, Synergy_Bliss=-7.89, Synergy_Loewe=-48.3, Synergy_HSA=-7.86. Drug 2: COC1=C2C(=CC3=C1OC=C3)C=CC(=O)O2.